Predict the product of the given reaction. From a dataset of Forward reaction prediction with 1.9M reactions from USPTO patents (1976-2016). (1) The product is: [C:26]([C:24]([C:1](=[O:23])[CH:2]=[CH:3][CH:4]=[CH:5][CH:6]=[CH:7][CH:8]=[CH:9][CH:10]=[CH:11][CH:12]=[CH:13][CH2:14][CH2:15][CH2:16][CH2:17][CH2:18][CH2:19][CH2:20][CH2:21][CH3:22])=[O:25])(=[O:48])[CH:27]=[CH:28][CH:29]=[CH:30][CH:31]=[CH:32][CH:33]=[CH:34][CH:35]=[CH:36][CH:37]=[CH:38][CH2:39][CH2:40][CH2:41][CH2:42][CH2:43][CH2:44][CH2:45][CH2:46][CH3:47]. Given the reactants [C:1]([CH:24]([C:26](=[O:48])[CH:27]=[CH:28][CH:29]=[CH:30][CH:31]=[CH:32][CH:33]=[CH:34][CH:35]=[CH:36][CH:37]=[CH:38][CH2:39][CH2:40][CH2:41][CH2:42][CH2:43][CH2:44][CH2:45][CH2:46][CH3:47])[OH:25])(=[O:23])[CH:2]=[CH:3][CH:4]=[CH:5][CH:6]=[CH:7][CH:8]=[CH:9][CH:10]=[CH:11][CH:12]=[CH:13][CH2:14][CH2:15][CH2:16][CH2:17][CH2:18][CH2:19][CH2:20][CH2:21][CH3:22].C(=O)([O-])[O-].[K+].[K+].[Cr](Cl)([O-])(=O)=O.[NH+]1C=CC=CC=1.CCOCC, predict the reaction product. (2) The product is: [CH3:1][O:2][C:3]1[CH:4]=[C:5]([C:6]2[C:29]3[CH2:28][CH2:27][CH2:26][C:25](=[O:30])[C:24]=3[O:8][N:7]=2)[CH:9]=[CH:10][C:11]=1[N+:12]([O-:14])=[O:13]. Given the reactants [CH3:1][O:2][C:3]1[CH:4]=[C:5]([CH:9]=[CH:10][C:11]=1[N+:12]([O-:14])=[O:13])[CH:6]=[N:7][OH:8].ClN1C(=O)CCC1=O.Br[C:24]1[C:25](=[O:30])[CH2:26][CH2:27][CH2:28][CH:29]=1.C(=O)(O)[O-].[Na+], predict the reaction product. (3) Given the reactants P([O-])([O-])([O-])=O.[K+].[K+].[K+].[NH2:9][CH:10]([C:17]1[CH:22]=[CH:21][C:20]([CH3:23])=[CH:19][CH:18]=1)[CH2:11][C:12]([O:14]CC)=[O:13], predict the reaction product. The product is: [NH2:9][C@H:10]([C:17]1[CH:18]=[CH:19][C:20]([CH3:23])=[CH:21][CH:22]=1)[CH2:11][C:12]([OH:14])=[O:13]. (4) Given the reactants [CH:1]1([CH:4]([C:11]2[CH:16]=[CH:15][CH:14]=[C:13]([CH2:17][O:18][C:19]3[CH:24]=[CH:23][C:22]([C:25]4[CH:30]=[C:29]([O:31][CH3:32])[CH:28]=[CH:27][C:26]=4[F:33])=[C:21]([CH:34](O)[C:35]4([CH3:40])[CH2:39][CH2:38][CH2:37][CH2:36]4)[CH:20]=3)[CH:12]=2)[CH2:5][C:6]([O:8][CH2:9][CH3:10])=[O:7])[CH2:3][CH2:2]1.S(Cl)([Cl:44])=O, predict the reaction product. The product is: [Cl:44][CH:34]([C:35]1([CH3:40])[CH2:39][CH2:38][CH2:37][CH2:36]1)[C:21]1[CH:20]=[C:19]([O:18][CH2:17][C:13]2[CH:12]=[C:11]([CH:4]([CH:1]3[CH2:3][CH2:2]3)[CH2:5][C:6]([O:8][CH2:9][CH3:10])=[O:7])[CH:16]=[CH:15][CH:14]=2)[CH:24]=[CH:23][C:22]=1[C:25]1[CH:30]=[C:29]([O:31][CH3:32])[CH:28]=[CH:27][C:26]=1[F:33].